Dataset: Reaction yield outcomes from USPTO patents with 853,638 reactions. Task: Predict the reaction yield, written as a fraction of the theoretical maximum amount of product (1.0 means a 100% yield; for example, 0.34 means a 34% yield). (1) The reactants are [CH3:1][C:2](=[CH:10][CH:11]([CH3:24])[CH:12](OC)[C:13]1[CH:18]=[CH:17][C:16]([N:19]([CH3:21])[CH3:20])=[CH:15][CH:14]=1)[CH:3]=[CH:4][C:5]([O:7][CH2:8][CH3:9])=[O:6].C([SiH](CC)CC)C.B(F)(F)F.CCOCC. The catalyst is C(Cl)Cl. The product is [CH3:1][C:2](=[CH:10][CH:11]([CH3:24])[CH2:12][C:13]1[CH:14]=[CH:15][C:16]([N:19]([CH3:20])[CH3:21])=[CH:17][CH:18]=1)[CH:3]=[CH:4][C:5]([O:7][CH2:8][CH3:9])=[O:6]. The yield is 0.970. (2) The reactants are [C:1]([C:5]1[CH:10]=[CH:9][C:8]([N:11]2C(=O)C3C(=CC=CC=3)C2=O)=[CH:7][C:6]=1[O:22][CH3:23])([CH3:4])([CH3:3])[CH3:2].NN. The catalyst is C(O)C. The product is [C:1]([C:5]1[CH:10]=[CH:9][C:8]([NH2:11])=[CH:7][C:6]=1[O:22][CH3:23])([CH3:4])([CH3:2])[CH3:3]. The yield is 0.820. (3) The reactants are [CH2:1]([CH:3]1[CH2:7][C:6](=O)[CH2:5][CH:4]1[C:9]([O:11][CH2:12][CH3:13])=[O:10])[CH3:2].CC(O)=O.[CH2:18]([NH:25][CH2:26][C:27]1[CH:32]=[CH:31][CH:30]=[CH:29][CH:28]=1)[C:19]1[CH:24]=[CH:23][CH:22]=[CH:21][CH:20]=1.C(O[BH-](OC(=O)C)OC(=O)C)(=O)C.[Na+].C([O-])(O)=O.[Na+]. The catalyst is ClCCCl. The product is [CH2:26]([N:25]([CH2:18][C:19]1[CH:24]=[CH:23][CH:22]=[CH:21][CH:20]=1)[CH:6]1[CH2:5][CH:4]([C:9]([O:11][CH2:12][CH3:13])=[O:10])[CH:3]([CH2:1][CH3:2])[CH2:7]1)[C:27]1[CH:32]=[CH:31][CH:30]=[CH:29][CH:28]=1. The yield is 0.720. (4) The reactants are [ClH:1].[OH:2][NH:3][C:4](=[O:36])[C@@H:5]([N:30]1[CH2:35][CH2:34][CH2:33][CH2:32][CH2:31]1)[CH2:6][NH:7][S:8]([C:11]1[CH:16]=[CH:15][C:14]([O:17][CH2:18][C:19]2[C:28]3[C:23](=[CH:24][CH:25]=[CH:26][CH:27]=3)[N:22]=[C:21]([CH3:29])[CH:20]=2)=[CH:13][CH:12]=1)(=[O:10])=[O:9]. The catalyst is C(O)(C)C. The product is [ClH:1].[ClH:1].[OH:2][NH:3][C:4](=[O:36])[C@@H:5]([N:30]1[CH2:31][CH2:32][CH2:33][CH2:34][CH2:35]1)[CH2:6][NH:7][S:8]([C:11]1[CH:16]=[CH:15][C:14]([O:17][CH2:18][C:19]2[C:28]3[C:23](=[CH:24][CH:25]=[CH:26][CH:27]=3)[N:22]=[C:21]([CH3:29])[CH:20]=2)=[CH:13][CH:12]=1)(=[O:10])=[O:9]. The yield is 0.560. (5) The reactants are Br[C:2]1[C:3]([Cl:20])=[C:4]2[CH:10]=[CH:9][N:8]([S:11]([C:14]3[CH:19]=[CH:18][CH:17]=[CH:16][CH:15]=3)(=[O:13])=[O:12])[C:5]2=[N:6][CH:7]=1.[F:21][C:22]1[CH:23]=[C:24](B(O)O)[CH:25]=[CH:26][CH:27]=1.C([O-])([O-])=O.[K+].[K+].C1(C)C=CC=CC=1. The catalyst is O.C1C=CC([P]([Pd]([P](C2C=CC=CC=2)(C2C=CC=CC=2)C2C=CC=CC=2)([P](C2C=CC=CC=2)(C2C=CC=CC=2)C2C=CC=CC=2)[P](C2C=CC=CC=2)(C2C=CC=CC=2)C2C=CC=CC=2)(C2C=CC=CC=2)C2C=CC=CC=2)=CC=1.CCO. The product is [Cl:20][C:3]1[C:2]([C:26]2[CH:25]=[CH:24][CH:23]=[C:22]([F:21])[CH:27]=2)=[CH:7][N:6]=[C:5]2[N:8]([S:11]([C:14]3[CH:19]=[CH:18][CH:17]=[CH:16][CH:15]=3)(=[O:13])=[O:12])[CH:9]=[CH:10][C:4]=12. The yield is 0.739. (6) The reactants are Br[C:2]1[CH:3]=[N:4][CH:5]=[C:6]([O:8][C:9]2[CH:14]=[CH:13][CH:12]=[CH:11][CH:10]=2)[CH:7]=1.C([Li])CCC.[O:20]=[C:21]1[CH2:27][CH:26]2[CH2:28][CH:22]1[CH2:23][N:24]([C:29]([O:31][CH2:32][CH3:33])=[O:30])[CH2:25]2. The catalyst is C(OCC)C.C1COCC1. The product is [OH:20][C:21]1([C:2]2[CH:3]=[N:4][CH:5]=[C:6]([O:8][C:9]3[CH:14]=[CH:13][CH:12]=[CH:11][CH:10]=3)[CH:7]=2)[CH2:27][CH:26]2[CH2:28][CH:22]1[CH2:23][N:24]([C:29]([O:31][CH2:32][CH3:33])=[O:30])[CH2:25]2. The yield is 0.840.